Dataset: NCI-60 drug combinations with 297,098 pairs across 59 cell lines. Task: Regression. Given two drug SMILES strings and cell line genomic features, predict the synergy score measuring deviation from expected non-interaction effect. Drug 1: C(CCl)NC(=O)N(CCCl)N=O. Drug 2: CC1C(C(CC(O1)OC2CC(CC3=C2C(=C4C(=C3O)C(=O)C5=CC=CC=C5C4=O)O)(C(=O)C)O)N)O. Cell line: SF-268. Synergy scores: CSS=43.3, Synergy_ZIP=-6.49, Synergy_Bliss=-3.89, Synergy_Loewe=-25.7, Synergy_HSA=-0.956.